This data is from NCI-60 drug combinations with 297,098 pairs across 59 cell lines. The task is: Regression. Given two drug SMILES strings and cell line genomic features, predict the synergy score measuring deviation from expected non-interaction effect. (1) Drug 1: CN(C)C1=NC(=NC(=N1)N(C)C)N(C)C. Drug 2: C1CN(CCN1C(=O)CCBr)C(=O)CCBr. Cell line: SNB-75. Synergy scores: CSS=12.3, Synergy_ZIP=-4.17, Synergy_Bliss=-2.17, Synergy_Loewe=-6.65, Synergy_HSA=-0.654. (2) Synergy scores: CSS=8.30, Synergy_ZIP=4.59, Synergy_Bliss=4.63, Synergy_Loewe=-24.2, Synergy_HSA=-1.94. Cell line: MALME-3M. Drug 1: C1=NC2=C(N1)C(=S)N=C(N2)N. Drug 2: CC(C)NC(=O)C1=CC=C(C=C1)CNNC.Cl. (3) Drug 1: CC1C(C(=O)NC(C(=O)N2CCCC2C(=O)N(CC(=O)N(C(C(=O)O1)C(C)C)C)C)C(C)C)NC(=O)C3=C4C(=C(C=C3)C)OC5=C(C(=O)C(=C(C5=N4)C(=O)NC6C(OC(=O)C(N(C(=O)CN(C(=O)C7CCCN7C(=O)C(NC6=O)C(C)C)C)C)C(C)C)C)N)C. Drug 2: C1CNP(=O)(OC1)N(CCCl)CCCl. Cell line: NCI-H522. Synergy scores: CSS=11.0, Synergy_ZIP=-6.25, Synergy_Bliss=-6.67, Synergy_Loewe=-6.71, Synergy_HSA=-6.68. (4) Drug 2: COC1=CC(=CC(=C1O)OC)C2C3C(COC3=O)C(C4=CC5=C(C=C24)OCO5)OC6C(C(C7C(O6)COC(O7)C8=CC=CS8)O)O. Synergy scores: CSS=26.1, Synergy_ZIP=-3.49, Synergy_Bliss=2.51, Synergy_Loewe=-4.30, Synergy_HSA=5.19. Cell line: RXF 393. Drug 1: CCCS(=O)(=O)NC1=C(C(=C(C=C1)F)C(=O)C2=CNC3=C2C=C(C=N3)C4=CC=C(C=C4)Cl)F. (5) Drug 1: C1CCN(CC1)CCOC2=CC=C(C=C2)C(=O)C3=C(SC4=C3C=CC(=C4)O)C5=CC=C(C=C5)O. Drug 2: C1=NNC2=C1C(=O)NC=N2. Cell line: HOP-62. Synergy scores: CSS=4.91, Synergy_ZIP=5.43, Synergy_Bliss=6.16, Synergy_Loewe=2.95, Synergy_HSA=2.78. (6) Drug 1: C1=NC2=C(N=C(N=C2N1C3C(C(C(O3)CO)O)O)F)N. Drug 2: CN1C(=O)N2C=NC(=C2N=N1)C(=O)N. Cell line: SN12C. Synergy scores: CSS=6.67, Synergy_ZIP=-6.73, Synergy_Bliss=3.29, Synergy_Loewe=-14.0, Synergy_HSA=-1.86. (7) Drug 1: COC1=NC(=NC2=C1N=CN2C3C(C(C(O3)CO)O)O)N. Drug 2: CC1=C(C(=O)C2=C(C1=O)N3CC4C(C3(C2COC(=O)N)OC)N4)N. Cell line: SNB-19. Synergy scores: CSS=23.8, Synergy_ZIP=-9.55, Synergy_Bliss=1.42, Synergy_Loewe=-26.0, Synergy_HSA=-0.923. (8) Drug 1: C1=CC=C(C=C1)NC(=O)CCCCCCC(=O)NO. Drug 2: C(=O)(N)NO. Synergy scores: CSS=4.20, Synergy_ZIP=-3.81, Synergy_Bliss=2.91, Synergy_Loewe=-12.3, Synergy_HSA=-3.46. Cell line: OVCAR3. (9) Drug 1: CC1OCC2C(O1)C(C(C(O2)OC3C4COC(=O)C4C(C5=CC6=C(C=C35)OCO6)C7=CC(=C(C(=C7)OC)O)OC)O)O. Drug 2: CC1=C(C(CCC1)(C)C)C=CC(=CC=CC(=CC(=O)O)C)C. Cell line: HS 578T. Synergy scores: CSS=30.7, Synergy_ZIP=-6.47, Synergy_Bliss=2.37, Synergy_Loewe=7.32, Synergy_HSA=7.72. (10) Drug 1: COC1=CC(=CC(=C1O)OC)C2C3C(COC3=O)C(C4=CC5=C(C=C24)OCO5)OC6C(C(C7C(O6)COC(O7)C8=CC=CS8)O)O. Drug 2: CC(C1=C(C=CC(=C1Cl)F)Cl)OC2=C(N=CC(=C2)C3=CN(N=C3)C4CCNCC4)N. Cell line: OVCAR-5. Synergy scores: CSS=14.6, Synergy_ZIP=-4.85, Synergy_Bliss=0.0962, Synergy_Loewe=-2.43, Synergy_HSA=0.170.